This data is from Full USPTO retrosynthesis dataset with 1.9M reactions from patents (1976-2016). The task is: Predict the reactants needed to synthesize the given product. (1) Given the product [NH2:14][CH2:13][CH:12]([CH:7]1[CH2:11][CH2:10][CH2:9][CH2:8]1)[OH:15], predict the reactants needed to synthesize it. The reactants are: [H-].[Al+3].[Li+].[H-].[H-].[H-].[CH:7]1([CH:12]([OH:15])[C:13]#[N:14])[CH2:11][CH2:10][CH2:9][CH2:8]1. (2) Given the product [NH2:1][C:2]1[C:7]([CH2:8][OH:9])=[C:6]([C:10]2[CH:11]=[C:12]([NH:16][C:17](=[O:21])[CH2:18][CH2:19][N:31]3[CH2:36][CH2:35][CH2:34][CH2:33][CH2:32]3)[CH:13]=[CH:14][CH:15]=2)[CH:5]=[C:4]([C:22]2[CH:27]=[CH:26][CH:25]=[CH:24][C:23]=2[OH:28])[N:3]=1, predict the reactants needed to synthesize it. The reactants are: [NH2:1][C:2]1[C:7]([CH2:8][OH:9])=[C:6]([C:10]2[CH:11]=[C:12]([NH:16][C:17](=[O:21])[CH2:18][CH2:19]Cl)[CH:13]=[CH:14][CH:15]=2)[CH:5]=[C:4]([C:22]2[CH:27]=[CH:26][CH:25]=[CH:24][C:23]=2[OH:28])[N:3]=1.[I-].[Na+].[NH:31]1[CH2:36][CH2:35][CH2:34][CH2:33][CH2:32]1. (3) Given the product [Br:21][C:18]1[CH:17]=[C:14]2[C:13](=[CH:20][CH:19]=1)[N:12]=[C:5]([C:4]1[CH:8]=[CH:9][CH:10]=[CH:11][C:3]=1[OH:2])[N:16]=[C:15]2[NH:35][C@H:31]1[CH2:33][CH2:34][N:29]([C:27]([O:26][C:22]([CH3:23])([CH3:24])[CH3:25])=[O:28])[CH2:30]1, predict the reactants needed to synthesize it. The reactants are: C[O:2][C:3]1[CH:11]=[CH:10][CH:9]=[CH:8][C:4]=1[C:5](Cl)=O.[NH2:12][C:13]1[CH:20]=[CH:19][C:18]([Br:21])=[CH:17][C:14]=1[C:15]#[N:16].[C:22]([O:26][C:27]([N:29]1[CH2:34][CH2:33]C[C@@H:31]([NH2:35])[CH2:30]1)=[O:28])([CH3:25])([CH3:24])[CH3:23]. (4) Given the product [F:21][C:13]1[CH:14]=[C:15]([S:17]([CH3:20])(=[O:19])=[O:18])[CH:16]=[C:11]([F:10])[C:12]=1[NH:22][C@H:23]1[CH2:28][CH2:27][CH2:26][N:25]([CH:29]2[CH2:30][CH2:31][N:32]([C:2]#[N:1])[CH2:33][CH2:34]2)[C:24]1=[O:35], predict the reactants needed to synthesize it. The reactants are: [N:1]#[C:2]Br.C(=O)([O-])[O-].[K+].[K+].[F:10][C:11]1[CH:16]=[C:15]([S:17]([CH3:20])(=[O:19])=[O:18])[CH:14]=[C:13]([F:21])[C:12]=1[NH:22][C@H:23]1[CH2:28][CH2:27][CH2:26][N:25]([CH:29]2[CH2:34][CH2:33][NH:32][CH2:31][CH2:30]2)[C:24]1=[O:35]. (5) The reactants are: Cl[C:2]1[N:9]=[C:8]([Cl:10])[C:7]([F:11])=[CH:6][C:3]=1[C:4]#[N:5].[NH2:12][C:13]1[CH:14]=[C:15]([CH:21]=[CH:22][C:23]=1[CH3:24])[C:16]([NH:18][O:19][CH3:20])=[O:17].C(N(CC)CC)C. Given the product [C:4]([C:3]1[C:2]([NH:12][C:13]2[CH:14]=[C:15]([CH:21]=[CH:22][C:23]=2[CH3:24])[C:16]([NH:18][O:19][CH3:20])=[O:17])=[N:9][C:8]([Cl:10])=[C:7]([F:11])[CH:6]=1)#[N:5], predict the reactants needed to synthesize it.